From a dataset of Forward reaction prediction with 1.9M reactions from USPTO patents (1976-2016). Predict the product of the given reaction. (1) Given the reactants [CH3:1][C:2]([O:5][C:6]([N:8]([C:26]([O:28][C:29]([CH3:32])([CH3:31])[CH3:30])=[O:27])[N:9]([C:17]1[C:22]([F:23])=[C:21](Cl)[N:20]=[C:19]([Cl:25])[N:18]=1)[C:10]([O:12][C:13]([CH3:16])([CH3:15])[CH3:14])=[O:11])=[O:7])([CH3:4])[CH3:3].C(N(CC)CC)C.[S:40]1[CH:44]=[CH:43][C:42]([CH2:45][NH2:46])=[CH:41]1, predict the reaction product. The product is: [CH3:4][C:2]([O:5][C:6]([N:8]([C:26]([O:28][C:29]([CH3:32])([CH3:31])[CH3:30])=[O:27])[N:9]([C:17]1[C:22]([F:23])=[C:21]([NH:46][CH2:45][C:42]2[CH:43]=[CH:44][S:40][CH:41]=2)[N:20]=[C:19]([Cl:25])[N:18]=1)[C:10]([O:12][C:13]([CH3:14])([CH3:15])[CH3:16])=[O:11])=[O:7])([CH3:1])[CH3:3]. (2) Given the reactants [Cl:1][C:2]1[N:3]=[N:4][C:5](Cl)=[CH:6][C:7]=1[C:8]1[CH:13]=[CH:12][N:11]=[CH:10][CH:9]=1.[CH3:15][NH2:16], predict the reaction product. The product is: [Cl:1][C:2]1[N:3]=[N:4][C:5]([NH:16][CH3:15])=[CH:6][C:7]=1[C:8]1[CH:13]=[CH:12][N:11]=[CH:10][CH:9]=1. (3) The product is: [NH2:1][C:2]1[C:7]([O:8][CH2:9][CH:10]2[CH2:11][CH2:12][N:13]([C:16]([O:18][C:19]([CH3:22])([CH3:21])[CH3:20])=[O:17])[CH2:14][CH2:15]2)=[CH:6][C:5]([C:33]2[N:34]=[CH:35][N:36]([CH3:38])[CH:37]=2)=[CH:4][N:3]=1. Given the reactants [NH2:1][C:2]1[C:7]([O:8][CH2:9][CH:10]2[CH2:15][CH2:14][N:13]([C:16]([O:18][C:19]([CH3:22])([CH3:21])[CH3:20])=[O:17])[CH2:12][CH2:11]2)=[CH:6][C:5](B2OC(C)(C)C(C)(C)O2)=[CH:4][N:3]=1.Br[C:33]1[N:34]=[CH:35][N:36]([CH3:38])[CH:37]=1.C([O-])([O-])=O.[Cs+].[Cs+], predict the reaction product. (4) The product is: [CH3:17][S:18]([O:1][CH2:2][CH:3]1[CH2:8][CH2:7][CH2:6][CH:5]([NH:9][C:10]([O:11][C:12]([CH3:13])([CH3:15])[CH3:14])=[O:16])[CH2:4]1)(=[O:20])=[O:19]. Given the reactants [OH:1][CH2:2][CH:3]1[CH2:8][CH2:7][CH2:6][CH:5]([NH:9][C:10](=[O:16])[O:11][C:12]([CH3:15])([CH3:14])[CH3:13])[CH2:4]1.[CH3:17][S:18](Cl)(=[O:20])=[O:19].C(N(CC)CC)C, predict the reaction product. (5) Given the reactants [NH2:1][C:2]1[CH:3]=[C:4]([CH:16]=[CH:17][C:18]=1[NH2:19])[C:5]([NH:7][C:8]1[CH:13]=[CH:12][C:11]([CH3:14])=[C:10]([CH3:15])[CH:9]=1)=[O:6].[CH3:20][C:21]1[CH:28]=[C:27]([O:29]CC(=O)N2CCCC2)[CH:26]=[C:25]([CH3:38])[C:22]=1[CH:23]=O.[OH2:39].C[S:41]([CH3:43])=[O:42], predict the reaction product. The product is: [CH3:15][C:10]1[CH:9]=[C:8]([NH:7][C:5]([C:4]2[CH:16]=[CH:17][C:18]3[N:19]=[C:23]([C:22]4[C:25]([CH3:38])=[CH:26][C:27]([O:29][S:41]([C:43]5[CH:17]=[CH:16][C:4]([CH3:5])=[CH:3][CH:2]=5)(=[O:39])=[O:42])=[CH:28][C:21]=4[CH3:20])[NH:1][C:2]=3[CH:3]=2)=[O:6])[CH:13]=[CH:12][C:11]=1[CH3:14]. (6) Given the reactants [NH2:1][CH2:2][CH2:3][C:4]1[CH:5]=[N:6][CH:7]=[CH:8][CH:9]=1.I[C:11]1[CH:12]=[C:13]([CH:21]=[CH:22][CH:23]=1)[C:14]([O:16][C:17]([CH3:20])([CH3:19])[CH3:18])=[O:15].CC(C)([O-])C.[Na+].F[B-](F)(F)F.C([PH+](C(C)(C)C)C(C)(C)C)(C)(C)C, predict the reaction product. The product is: [N:6]1[CH:7]=[CH:8][CH:9]=[C:4]([CH2:3][CH2:2][NH:1][C:11]2[CH:12]=[C:13]([CH:21]=[CH:22][CH:23]=2)[C:14]([O:16][C:17]([CH3:19])([CH3:20])[CH3:18])=[O:15])[CH:5]=1.